This data is from Full USPTO retrosynthesis dataset with 1.9M reactions from patents (1976-2016). The task is: Predict the reactants needed to synthesize the given product. (1) Given the product [ClH:1].[C:12]([C:16]1[CH:21]=[C:20]([C:2]2[CH:3]=[C:4]([CH:9]=[CH:10][N:11]=2)[C:5]([O:7][CH3:8])=[O:6])[CH:19]=[CH:18][CH:17]=1)([CH3:15])([CH3:14])[CH3:13], predict the reactants needed to synthesize it. The reactants are: [Cl:1][C:2]1[CH:3]=[C:4]([CH:9]=[CH:10][N:11]=1)[C:5]([O:7][CH3:8])=[O:6].[C:12]([C:16]1[CH:17]=[C:18](B2OC(C)(C)C(C)(C)O2)[CH:19]=[CH:20][CH:21]=1)([CH3:15])([CH3:14])[CH3:13].C(=O)([O-])[O-].[K+].[K+].Cl. (2) Given the product [N:13]1([C:7]2[C:8]3[N:9]([CH:10]=[N:11][N:12]=3)[C:4]3[CH:3]=[C:2]([C:21]#[N:22])[CH:20]=[N:19][C:5]=3[N:6]=2)[CH2:18][CH2:17][NH:16][CH2:15][CH2:14]1, predict the reactants needed to synthesize it. The reactants are: Br[C:2]1[CH:20]=[N:19][C:5]2[N:6]=[C:7]([N:13]3[CH2:18][CH2:17][NH:16][CH2:15][CH2:14]3)[C:8]3[N:9]([CH:10]=[N:11][N:12]=3)[C:4]=2[CH:3]=1.[CH3:21][N:22](C=O)C. (3) Given the product [CH2:32]([O:31][C:22]1[CH:23]=[CH:24][CH:25]=[CH:26][C:21]=1[C:16]1[CH:17]=[N:18][CH:19]=[CH:20][C:15]=1[C:7]1[CH:6]=[C:5]([CH:10]=[C:9]([NH:11][C:12](=[O:14])[CH3:13])[CH:8]=1)[C:4]([OH:39])=[O:3])[C:33]1[CH:38]=[CH:37][CH:36]=[CH:35][CH:34]=1, predict the reactants needed to synthesize it. The reactants are: C([O:3][C:4](=[O:39])[C:5]1[CH:10]=[C:9]([NH:11][C:12](=[O:14])[CH3:13])[CH:8]=[C:7]([C:15]2[CH:20]=[CH:19][N:18]=[CH:17][C:16]=2[C:21]2[CH:26]=[C:25](C(F)(F)F)[CH:24]=[CH:23][C:22]=2[O:31][CH2:32][C:33]2[CH:38]=[CH:37][CH:36]=[CH:35][CH:34]=2)[CH:6]=1)C.C(OC(=O)C1C=C(NC(=O)C)C=C(C2C=CN=C(C3C=CC=CC=3OCC3C=CC=CC=3)C=2)C=1)C. (4) Given the product [F:1][C:2]1[C:10]([O:11][C:12]2[C:21]3[C:16](=[CH:17][C:18]([O:24][CH2:27][CH2:28][N:29]4[CH2:33][CH2:32][CH2:31][CH2:30]4)=[C:19]([O:22][CH3:23])[CH:20]=3)[N:15]=[N:14][CH:13]=2)=[CH:9][CH:8]=[C:7]2[C:3]=1[CH:4]=[C:5]([CH3:25])[NH:6]2, predict the reactants needed to synthesize it. The reactants are: [F:1][C:2]1[C:10]([O:11][C:12]2[C:21]3[C:16](=[CH:17][C:18]([OH:24])=[C:19]([O:22][CH3:23])[CH:20]=3)[N:15]=[N:14][CH:13]=2)=[CH:9][CH:8]=[C:7]2[C:3]=1[CH:4]=[C:5]([CH3:25])[NH:6]2.O[CH2:27][CH2:28][N:29]1[CH2:33][CH2:32][CH2:31][CH2:30]1. (5) Given the product [CH:22]([N:12]1[C@@H:11]([C@H:10]2[O:9][C:8](=[O:35])[NH:7][C@H:6]2[CH2:5][C:4]2[CH:3]=[C:2]([F:1])[CH:38]=[C:37]([F:39])[CH:36]=2)[CH2:20][C:19]2[C:14](=[C:15]([O:21][CH3:40])[CH:16]=[CH:17][CH:18]=2)[CH2:13]1)([C:29]1[CH:30]=[CH:31][CH:32]=[CH:33][CH:34]=1)[C:23]1[CH:28]=[CH:27][CH:26]=[CH:25][CH:24]=1, predict the reactants needed to synthesize it. The reactants are: [F:1][C:2]1[CH:3]=[C:4]([CH:36]=[C:37]([F:39])[CH:38]=1)[CH2:5][C@H:6]1[C@@H:10]([C@H:11]2[CH2:20][C:19]3[C:14](=[C:15]([OH:21])[CH:16]=[CH:17][CH:18]=3)[CH2:13][N:12]2[CH:22]([C:29]2[CH:34]=[CH:33][CH:32]=[CH:31][CH:30]=2)[C:23]2[CH:28]=[CH:27][CH:26]=[CH:25][CH:24]=2)[O:9][C:8](=[O:35])[NH:7]1.[CH3:40][Si](C=[N+]=[N-])(C)C. (6) Given the product [F:1][C:2]1[CH:7]=[C:6]([N:8]2[CH:12]=[CH:11][CH:10]=[N:9]2)[CH:5]=[CH:4][C:3]=1[N:13]1[CH:18]=[C:17]([O:19][CH3:20])[C:16](=[O:21])[C:15]([C:22]([CH:29]2[C:30](=[O:32])[O:31][C:26]([CH3:34])([CH3:25])[O:27][C:28]2=[O:33])=[O:23])=[N:14]1, predict the reactants needed to synthesize it. The reactants are: [F:1][C:2]1[CH:7]=[C:6]([N:8]2[CH:12]=[CH:11][CH:10]=[N:9]2)[CH:5]=[CH:4][C:3]=1[N:13]1[CH:18]=[C:17]([O:19][CH3:20])[C:16](=[O:21])[C:15]([C:22](O)=[O:23])=[N:14]1.[CH3:25][C:26]1([CH3:34])[O:31][C:30](=[O:32])[CH2:29][C:28](=[O:33])[O:27]1.Cl.C(N=C=NCCCN(C)C)C.[Cl-].[Na+].